The task is: Predict the reactants needed to synthesize the given product.. This data is from Full USPTO retrosynthesis dataset with 1.9M reactions from patents (1976-2016). Given the product [C:4]1([N:7]([C:8]2[CH:13]=[CH:12][CH:11]=[CH:10][CH:9]=2)[C:14]2[CH:19]=[CH:18][C:17]([NH:27][C:28]3[CH:33]=[CH:32][CH:31]=[CH:30][CH:29]=3)=[CH:16][CH:15]=2)[CH:5]=[CH:6][CH:1]=[CH:2][CH:3]=1, predict the reactants needed to synthesize it. The reactants are: [CH:1]1[CH:6]=[CH:5][C:4]([N:7]([C:14]2[CH:19]=[CH:18][C:17](Br)=[CH:16][CH:15]=2)[C:8]2[CH:13]=[CH:12][CH:11]=[CH:10][CH:9]=2)=[CH:3][CH:2]=1.CC(C)([O-])C.[Na+].[NH2:27][C:28]1[CH:33]=[CH:32][CH:31]=[CH:30][CH:29]=1.CCCCCC.C(P(C(C)(C)C)C(C)(C)C)(C)(C)C.